Dataset: Forward reaction prediction with 1.9M reactions from USPTO patents (1976-2016). Task: Predict the product of the given reaction. The product is: [C:1]1([CH:7]([N:9]2[CH2:10][C:11]3[N:16]=[C:15]4[CH:17]=[N:18][N:19]([CH2:20][O:21][CH2:22][CH2:23][Si:24]([CH3:27])([CH3:26])[CH3:25])[C:14]4=[CH:13][C:12]=3[NH:28][C:30]2=[O:32])[CH3:8])[CH:6]=[CH:5][CH:4]=[CH:3][CH:2]=1. Given the reactants [C:1]1([C@H:7]([NH:9][CH2:10][C:11]2[N:16]=[C:15]3[CH:17]=[N:18][N:19]([CH2:20][O:21][CH2:22][CH2:23][Si:24]([CH3:27])([CH3:26])[CH3:25])[C:14]3=[CH:13][C:12]=2[NH2:28])[CH3:8])[CH:6]=[CH:5][CH:4]=[CH:3][CH:2]=1.Cl[C:30](Cl)([O:32]C(=O)OC(Cl)(Cl)Cl)Cl, predict the reaction product.